Dataset: Catalyst prediction with 721,799 reactions and 888 catalyst types from USPTO. Task: Predict which catalyst facilitates the given reaction. (1) Reactant: Br[C:2]1[CH:11]=[C:10]([F:12])[C:9]2[C:4](=[CH:5][CH:6]=[CH:7][CH:8]=2)[C:3]=1[CH:13]=[O:14].[CH2:15](B(CC)OC)[CH3:16].C(=O)([O-])[O-].[K+].[K+].Cl. Product: [CH2:15]([C:2]1[CH:11]=[C:10]([F:12])[C:9]2[C:4](=[CH:5][CH:6]=[CH:7][CH:8]=2)[C:3]=1[CH:13]=[O:14])[CH3:16]. The catalyst class is: 9. (2) Product: [F:21][C:2]([F:1])([F:20])[C:3]([C:6]1[CH:15]=[CH:14][C:13]2[CH2:12][CH:11]([C:16]([OH:18])=[O:17])[CH2:10][CH2:9][C:8]=2[N:7]=1)([CH3:5])[CH3:4]. Reactant: [F:1][C:2]([F:21])([F:20])[C:3]([C:6]1[CH:15]=[CH:14][C:13]2[CH2:12][CH:11]([C:16]([O:18]C)=[O:17])[CH2:10][CH2:9][C:8]=2[N:7]=1)([CH3:5])[CH3:4].[OH-].[Na+].OP(O)(O)=O. The catalyst class is: 24.